From a dataset of Reaction yield outcomes from USPTO patents with 853,638 reactions. Predict the reaction yield, written as a fraction of the theoretical maximum amount of product (1.0 means a 100% yield; for example, 0.34 means a 34% yield). The reactants are CS(C1C=CC(C2C=CC(C(=C3CC(C)(C)CC(C)(C)C3)C3C=CC(O)=CC=3)=CC=2)=CC=1)(=O)=O.Br[C:36]1[CH:41]=[CH:40][C:39]([C:42](=[C:50]2[CH2:55][C:54]([CH3:57])([CH3:56])[CH2:53][C:52]([CH3:59])([CH3:58])[CH2:51]2)[C:43]2[CH:48]=[CH:47][C:46]([OH:49])=[CH:45][CH:44]=2)=[CH:38][CH:37]=1.[C:60]([C:62]1[CH:67]=[CH:66][C:65](B(O)O)=[CH:64][C:63]=1[F:71])#[N:61].C([O-])([O-])=O.[Na+].[Na+]. The catalyst is Cl[Pd](Cl)([P](C1C=CC=CC=1)(C1C=CC=CC=1)C1C=CC=CC=1)[P](C1C=CC=CC=1)(C1C=CC=CC=1)C1C=CC=CC=1.O.C1COCC1. The product is [F:71][C:63]1[CH:64]=[C:65]([C:36]2[CH:41]=[CH:40][C:39]([C:42]([C:43]3[CH:44]=[CH:45][C:46]([OH:49])=[CH:47][CH:48]=3)=[C:50]3[CH2:51][C:52]([CH3:59])([CH3:58])[CH2:53][C:54]([CH3:56])([CH3:57])[CH2:55]3)=[CH:38][CH:37]=2)[CH:66]=[CH:67][C:62]=1[C:60]#[N:61]. The yield is 0.720.